Dataset: Experimentally validated miRNA-target interactions with 360,000+ pairs, plus equal number of negative samples. Task: Binary Classification. Given a miRNA mature sequence and a target amino acid sequence, predict their likelihood of interaction. The miRNA is hsa-miR-3189-3p with sequence CCCUUGGGUCUGAUGGGGUAG. The protein sequence of the target gene is MDLSPRNRPLLDSSSLDSGSLTSLDSSVFCSEGEGEPLALGDCFTVNVGGSRFVLSQQALSCFPHTRLGKLAVVVASYRRLGALAAAPSPLELCDDANPVDNEYFFDRSSQAFRYVLHYYRTGRLHVMEQLCALSFLQEIQYWGIDELSIDSCCRDRYFRRKELSETLDFKKDTDDQESQHESEQDFSKGPCPTVRQKLWDILEKPGSSTAARIFGVISIIFVAVSIVNMALMSAELSWLNLQLLEILEYVCISWFTGEFVLRFLCVKDRCHFLRKVPNIIDLLAILPFYITLLVESLSG.... Result: 0 (no interaction).